From a dataset of Peptide-MHC class I binding affinity with 185,985 pairs from IEDB/IMGT. Regression. Given a peptide amino acid sequence and an MHC pseudo amino acid sequence, predict their binding affinity value. This is MHC class I binding data. (1) The peptide sequence is FPGKTVWFVP. The MHC is HLA-B51:01 with pseudo-sequence HLA-B51:01. The binding affinity (normalized) is 0.0627. (2) The peptide sequence is KLTKDRKML. The MHC is HLA-A02:06 with pseudo-sequence HLA-A02:06. The binding affinity (normalized) is 0. (3) The peptide sequence is AYQQGVKTL. The MHC is HLA-A11:01 with pseudo-sequence HLA-A11:01. The binding affinity (normalized) is 0.0847.